The task is: Predict the reactants needed to synthesize the given product.. This data is from Full USPTO retrosynthesis dataset with 1.9M reactions from patents (1976-2016). (1) Given the product [CH2:27]([Sn:22]([CH2:18][CH2:19][CH2:20][CH3:21])([CH2:23][CH2:24][CH2:25][CH3:26])[C:10]#[C:9][CH2:8][CH2:7][CH2:6][O:11][CH:12]1[CH2:17][CH2:16][CH2:15][CH2:14][O:13]1)[CH2:28][CH2:29][CH3:30], predict the reactants needed to synthesize it. The reactants are: C([Li])CCC.[CH2:6]([O:11][CH:12]1[CH2:17][CH2:16][CH2:15][CH2:14][O:13]1)[CH2:7][CH2:8][C:9]#[CH:10].[CH2:18]([Sn:22](Cl)([CH2:27][CH2:28][CH2:29][CH3:30])[CH2:23][CH2:24][CH2:25][CH3:26])[CH2:19][CH2:20][CH3:21].[OH-].[Na+]. (2) Given the product [Br:8][C:11]1[C:10]([Br:9])=[CH:18][C:14]2[O:15][CH2:16][CH2:17][C:13]=2[CH:12]=1, predict the reactants needed to synthesize it. The reactants are: C1C(=O)N([Br:8])C(=O)C1.[Br:9][C:10]1[CH:11]=[CH:12][C:13]2[CH2:17][CH2:16][O:15][C:14]=2[CH:18]=1. (3) Given the product [CH3:23][C:13]1[S:14][C:15]([C:16]2[CH:17]=[C:18]([CH3:22])[CH:19]=[CH:20][CH:21]=2)=[C:11]([C:9]([N:8]2[CH2:7][C@H:6]3[C@H:4]([CH2:5]3)[C@H:3]2[CH2:2][NH:1][C:32]([C:30]2[N:31]=[C:25]3[N:26]([CH:29]=2)[CH:27]=[CH:28][S:24]3)=[O:33])=[O:10])[N:12]=1, predict the reactants needed to synthesize it. The reactants are: [NH2:1][CH2:2][C@H:3]1[N:8]([C:9]([C:11]2[N:12]=[C:13]([CH3:23])[S:14][C:15]=2[C:16]2[CH:17]=[C:18]([CH3:22])[CH:19]=[CH:20][CH:21]=2)=[O:10])[CH2:7][C@H:6]2[C@@H:4]1[CH2:5]2.[S:24]1[CH:28]=[CH:27][N:26]2[CH:29]=[C:30]([C:32](O)=[O:33])[N:31]=[C:25]12. (4) The reactants are: Br[C:2]1[CH:7]=[CH:6][CH:5]=[CH:4][N:3]=1.[CH2:8]([C:12]1[CH:21]=[CH:20][C:19]2[C:14](=[CH:15][CH:16]=[CH:17][CH:18]=2)[N:13]=1)[CH2:9][C:10]#[CH:11]. Given the product [N:3]1[CH:4]=[CH:5][CH:6]=[CH:7][C:2]=1[C:11]#[C:10][CH2:9][CH2:8][C:12]1[CH:21]=[CH:20][C:19]2[C:14](=[CH:15][CH:16]=[CH:17][CH:18]=2)[N:13]=1, predict the reactants needed to synthesize it. (5) Given the product [Br:5][C:6]1[CH:11]=[CH:10][C:9]([CH2:12][CH2:13][S:14]([Cl:3])(=[O:17])=[O:15])=[CH:8][CH:7]=1, predict the reactants needed to synthesize it. The reactants are: S(Cl)([Cl:3])=O.[Br:5][C:6]1[CH:11]=[CH:10][C:9]([CH2:12][CH2:13][S:14]([O-:17])(=O)=[O:15])=[CH:8][CH:7]=1.[Na+].C1C=CC=CC=1. (6) The reactants are: Cl[C:2]1[N:3]=[C:4]([N:24]2[CH2:29][CH2:28][O:27][CH2:26][CH2:25]2)[C:5]2[S:10][C:9]([CH2:11][N:12]3[CH2:17][CH2:16][N:15]([S:18]([CH:21]4[CH2:23][CH2:22]4)(=[O:20])=[O:19])[CH2:14][CH2:13]3)=[CH:8][C:6]=2[N:7]=1.[NH2:30][C:31]1[CH:36]=[CH:35][C:34](B2OC(C)(C)C(C)(C)O2)=[CH:33][N:32]=1. Given the product [O:27]1[CH2:28][CH2:29][N:24]([C:4]2[C:5]3[S:10][C:9]([CH2:11][N:12]4[CH2:17][CH2:16][N:15]([S:18]([CH:21]5[CH2:22][CH2:23]5)(=[O:20])=[O:19])[CH2:14][CH2:13]4)=[CH:8][C:6]=3[N:7]=[C:2]([C:34]3[CH:35]=[CH:36][C:31]([NH2:30])=[N:32][CH:33]=3)[N:3]=2)[CH2:25][CH2:26]1, predict the reactants needed to synthesize it. (7) The reactants are: [Br:1][C:2]1[CH:11]=[CH:10][C:5]([C:6]([O:8][CH3:9])=[O:7])=[CH:4][C:3]=1[OH:12].Br[CH2:14][CH2:15][N:16]1[C:24](=[O:25])[C:23]2[C:18](=[CH:19][CH:20]=[CH:21][CH:22]=2)[C:17]1=[O:26].[H-].[Na+]. Given the product [CH3:9][O:8][C:6](=[O:7])[C:5]1[CH:10]=[CH:11][C:2]([Br:1])=[C:3]([O:12][CH2:14][CH2:15][N:16]2[C:17](=[O:26])[C:18]3[C:23](=[CH:22][CH:21]=[CH:20][CH:19]=3)[C:24]2=[O:25])[CH:4]=1, predict the reactants needed to synthesize it. (8) Given the product [C:24]([O:23][C:21]([NH:20][NH:19][CH:17]([C:12]1[C:11]([N+:28]([O-:30])=[O:29])=[CH:10][C:9]([O:8][CH2:7][CH2:6][CH2:5][C:4]([OH:31])=[O:3])=[C:14]([O:15][CH3:16])[CH:13]=1)[CH3:18])=[O:22])([CH3:27])([CH3:25])[CH3:26], predict the reactants needed to synthesize it. The reactants are: C([O:3][C:4](=[O:31])[CH2:5][CH2:6][CH2:7][O:8][C:9]1[C:14]([O:15][CH3:16])=[CH:13][C:12]([CH:17]([NH:19][NH:20][C:21]([O:23][C:24]([CH3:27])([CH3:26])[CH3:25])=[O:22])[CH3:18])=[C:11]([N+:28]([O-:30])=[O:29])[CH:10]=1)C.[Li+].[OH-].Cl. (9) Given the product [Cl:35][C:36]1[C:37]([CH3:59])=[CH:38][C:39]([O:40][CH2:41][CH2:42][CH2:43][C:44]2[C:52]3[C:47](=[CH:48][CH:49]=[CH:50][CH:51]=3)[NH:46][C:45]=2[C:53]([NH:16][S:15]([C:19]2[CH:27]=[CH:26][CH:25]=[C:21]([C:22](=[O:24])[NH:28][CH:29]3[CH2:34][CH2:33][O:32][CH2:31][CH2:30]3)[CH:20]=2)(=[O:17])=[O:18])=[O:54])=[CH:56][C:57]=1[CH3:58], predict the reactants needed to synthesize it. The reactants are: C(Cl)CCl.C1C=CC2N(O)N=NC=2C=1.[S:15]([C:19]1[CH:20]=[C:21]([CH:25]=[CH:26][CH:27]=1)[C:22]([OH:24])=O)(=[O:18])(=[O:17])[NH2:16].[NH2:28][CH:29]1[CH2:34][CH2:33][O:32][CH2:31][CH2:30]1.[Cl:35][C:36]1[C:57]([CH3:58])=[CH:56][C:39]([O:40][CH2:41][CH2:42][CH2:43][C:44]2[C:52]3[C:47](=[CH:48][CH:49]=[CH:50][CH:51]=3)[NH:46][C:45]=2[C:53](O)=[O:54])=[CH:38][C:37]=1[CH3:59].